This data is from Reaction yield outcomes from USPTO patents with 853,638 reactions. The task is: Predict the reaction yield, written as a fraction of the theoretical maximum amount of product (1.0 means a 100% yield; for example, 0.34 means a 34% yield). (1) The reactants are [CH:1]1N=C[N:3]([C:6]([N:8]2C=N[CH:10]=[CH:9]2)=[O:7])[CH:2]=1.[C:13]([C:17]1[CH:18]=[CH:19][C:20]([C:24]2[CH:28]=[C:27]([CH3:29])[NH:26][C:25]=2[CH3:30])=C(C=1)N)([CH3:16])([CH3:15])[CH3:14].[CH3:31][NH:32][C:33]([C:35]1[CH:40]=[C:39]([O:41][C:42]2[CH:48]=CC(N)=[CH:44][CH:43]=2)[CH:38]=[CH:37][N:36]=1)=[O:34]. The catalyst is C(Cl)Cl.CCOC(C)=O. The product is [C:13]([C:17]1[CH:18]=[CH:19][C:20]([C:24]2[CH:28]=[C:27]([CH3:29])[NH:26][C:25]=2[CH3:30])=[C:9]([NH:8][C:6]([NH:3][C:2]2[CH:1]=[CH:48][C:42]([O:41][C:39]3[CH:38]=[CH:37][N:36]=[C:35]([C:33](=[O:34])[NH:32][CH3:31])[CH:40]=3)=[CH:43][CH:44]=2)=[O:7])[CH:10]=1)([CH3:14])([CH3:15])[CH3:16]. The yield is 0.240. (2) The reactants are Cl[C:2]([O:4][CH2:5][CH3:6])=[O:3].[CH:7]12[CH2:16][CH:11]3[CH2:12][CH:13]([CH2:15][CH:9]([CH2:10]3)[CH:8]1[C:17]1[CH:22]=[C:21]([CH3:23])[CH:20]=[CH:19][C:18]=1[OH:24])[CH2:14]2.CCN(CC)CC. The catalyst is CN(C1C=CN=CC=1)C.ClCCl. The product is [C:2](=[O:3])([O:4][CH2:5][CH3:6])[O:24][C:18]1[CH:19]=[CH:20][C:21]([CH3:23])=[CH:22][C:17]=1[CH:8]1[CH:9]2[CH2:10][CH:11]3[CH2:12][CH:13]([CH2:14][CH:7]1[CH2:16]3)[CH2:15]2. The yield is 0.940. (3) The reactants are Cl[CH2:2][C:3]([NH:5][C:6]1[CH:11]=[CH:10][CH:9]=[C:8]([C:12]2[CH:21]=[N:20][C:19]3[C:14](=[CH:15][CH:16]=[CH:17][CH:18]=3)[N:13]=2)[CH:7]=1)=[O:4].[NH:22]1[CH2:27][CH2:26][NH:25][CH2:24][CH2:23]1. The catalyst is CC#N. The product is [N:22]1([CH2:2][C:3]([NH:5][C:6]2[CH:11]=[CH:10][CH:9]=[C:8]([C:12]3[CH:21]=[N:20][C:19]4[C:14](=[CH:15][CH:16]=[CH:17][CH:18]=4)[N:13]=3)[CH:7]=2)=[O:4])[CH2:27][CH2:26][NH:25][CH2:24][CH2:23]1. The yield is 0.390. (4) The yield is 0.900. The product is [CH3:25][O:26][C:27]1[CH:28]=[C:29]([S:35]([NH:1][C:2]2[CH:3]=[CH:4][C:5]([O:6][CH2:7][CH2:8][CH2:9][NH:10][C:11](=[O:22])[CH2:12][O:13][CH2:14][C:15]3[CH:20]=[CH:19][C:18]([F:21])=[CH:17][CH:16]=3)=[CH:23][CH:24]=2)(=[O:36])=[O:37])[CH:30]=[CH:31][C:32]=1[O:33][CH3:34]. The catalyst is CN(C)C1C=CN=CC=1.N1C=CC=CC=1. The reactants are [NH2:1][C:2]1[CH:24]=[CH:23][C:5]([O:6][CH2:7][CH2:8][CH2:9][NH:10][C:11](=[O:22])[CH2:12][O:13][CH2:14][C:15]2[CH:20]=[CH:19][C:18]([F:21])=[CH:17][CH:16]=2)=[CH:4][CH:3]=1.[CH3:25][O:26][C:27]1[CH:28]=[C:29]([S:35](Cl)(=[O:37])=[O:36])[CH:30]=[CH:31][C:32]=1[O:33][CH3:34]. (5) The reactants are [CH3:1][O:2][C:3]1[CH:4]=[C:5]([C:9](=[O:11])[CH3:10])[CH:6]=[CH:7][CH:8]=1.C(N(CC)CC)C.C([O:22][C@@H:23]1[C@@H:26]([C@H:27]([O:29][Si:30]([C:33]([CH3:36])([CH3:35])[CH3:34])([CH3:32])[CH3:31])[CH3:28])[C:25](=O)[NH:24]1)(=O)C.S([O-])(O)(=O)=O.[K+]. The catalyst is ClCCl.[I-].[Zn+2].[I-]. The product is [Si:30]([O:29][C@@H:27]([C@@H:26]1[C@@H:25]([CH2:10][C:9]([C:5]2[CH:6]=[CH:7][CH:8]=[C:3]([O:2][CH3:1])[CH:4]=2)=[O:11])[NH:24][C:23]1=[O:22])[CH3:28])([C:33]([CH3:36])([CH3:34])[CH3:35])([CH3:32])[CH3:31]. The yield is 0.840. (6) The reactants are ClC1([C:8]2[CH:18]=[CH:17][C:11]3[CH:12]=[CH:13][CH:14]=[CH:15][NH:16][C:10]=3[CH:9]=2)C=CC=NN1.NN. The catalyst is C(O)C.[Pd]. The product is [NH:16]1[C:10]2[CH:9]=[CH:8][CH:18]=[CH:17][C:11]=2[CH:12]=[CH:13][CH:14]=[CH:15]1. The yield is 0.280.